Task: Regression. Given two drug SMILES strings and cell line genomic features, predict the synergy score measuring deviation from expected non-interaction effect.. Dataset: NCI-60 drug combinations with 297,098 pairs across 59 cell lines (1) Drug 1: C1=NC2=C(N=C(N=C2N1C3C(C(C(O3)CO)O)F)Cl)N. Drug 2: C#CCC(CC1=CN=C2C(=N1)C(=NC(=N2)N)N)C3=CC=C(C=C3)C(=O)NC(CCC(=O)O)C(=O)O. Cell line: CCRF-CEM. Synergy scores: CSS=69.8, Synergy_ZIP=8.78, Synergy_Bliss=7.00, Synergy_Loewe=-24.6, Synergy_HSA=4.93. (2) Drug 1: CCCS(=O)(=O)NC1=C(C(=C(C=C1)F)C(=O)C2=CNC3=C2C=C(C=N3)C4=CC=C(C=C4)Cl)F. Drug 2: CCC1=C2CN3C(=CC4=C(C3=O)COC(=O)C4(CC)O)C2=NC5=C1C=C(C=C5)O. Cell line: MDA-MB-435. Synergy scores: CSS=27.8, Synergy_ZIP=-4.86, Synergy_Bliss=-0.850, Synergy_Loewe=-7.58, Synergy_HSA=-1.29. (3) Drug 1: CC12CCC3C(C1CCC2=O)CC(=C)C4=CC(=O)C=CC34C. Drug 2: COC1=CC(=CC(=C1O)OC)C2C3C(COC3=O)C(C4=CC5=C(C=C24)OCO5)OC6C(C(C7C(O6)COC(O7)C8=CC=CS8)O)O. Cell line: SF-268. Synergy scores: CSS=45.9, Synergy_ZIP=3.83, Synergy_Bliss=6.05, Synergy_Loewe=0.663, Synergy_HSA=8.76. (4) Drug 1: CC1=C(C(=CC=C1)Cl)NC(=O)C2=CN=C(S2)NC3=CC(=NC(=N3)C)N4CCN(CC4)CCO. Drug 2: C1CN(CCN1C(=O)CCBr)C(=O)CCBr. Cell line: A498. Synergy scores: CSS=12.4, Synergy_ZIP=-7.08, Synergy_Bliss=-6.24, Synergy_Loewe=-6.38, Synergy_HSA=-5.15. (5) Drug 1: C1=CN(C(=O)N=C1N)C2C(C(C(O2)CO)O)(F)F. Drug 2: CC1CCC2CC(C(=CC=CC=CC(CC(C(=O)C(C(C(=CC(C(=O)CC(OC(=O)C3CCCCN3C(=O)C(=O)C1(O2)O)C(C)CC4CCC(C(C4)OC)OP(=O)(C)C)C)C)O)OC)C)C)C)OC. Cell line: NCIH23. Synergy scores: CSS=77.5, Synergy_ZIP=-3.37, Synergy_Bliss=-5.01, Synergy_Loewe=-4.72, Synergy_HSA=-3.11. (6) Drug 1: CCC1(CC2CC(C3=C(CCN(C2)C1)C4=CC=CC=C4N3)(C5=C(C=C6C(=C5)C78CCN9C7C(C=CC9)(C(C(C8N6C=O)(C(=O)OC)O)OC(=O)C)CC)OC)C(=O)OC)O.OS(=O)(=O)O. Drug 2: C1=NC2=C(N1)C(=S)N=CN2. Cell line: SNB-19. Synergy scores: CSS=42.7, Synergy_ZIP=-4.86, Synergy_Bliss=-3.25, Synergy_Loewe=-4.57, Synergy_HSA=-3.76. (7) Drug 1: CNC(=O)C1=CC=CC=C1SC2=CC3=C(C=C2)C(=NN3)C=CC4=CC=CC=N4. Drug 2: CCCS(=O)(=O)NC1=C(C(=C(C=C1)F)C(=O)C2=CNC3=C2C=C(C=N3)C4=CC=C(C=C4)Cl)F. Cell line: SK-MEL-28. Synergy scores: CSS=34.7, Synergy_ZIP=2.91, Synergy_Bliss=4.07, Synergy_Loewe=-14.8, Synergy_HSA=0.274. (8) Drug 1: CC1OCC2C(O1)C(C(C(O2)OC3C4COC(=O)C4C(C5=CC6=C(C=C35)OCO6)C7=CC(=C(C(=C7)OC)O)OC)O)O. Drug 2: COCCOC1=C(C=C2C(=C1)C(=NC=N2)NC3=CC=CC(=C3)C#C)OCCOC.Cl. Cell line: HOP-62. Synergy scores: CSS=30.8, Synergy_ZIP=6.68, Synergy_Bliss=8.26, Synergy_Loewe=-5.48, Synergy_HSA=7.48.